This data is from Peptide-MHC class I binding affinity with 185,985 pairs from IEDB/IMGT. The task is: Regression. Given a peptide amino acid sequence and an MHC pseudo amino acid sequence, predict their binding affinity value. This is MHC class I binding data. (1) The peptide sequence is RWASGVSEI. The MHC is HLA-A25:01 with pseudo-sequence HLA-A25:01. The binding affinity (normalized) is 0.0847. (2) The peptide sequence is CPDRQAGFL. The MHC is Mamu-B8701 with pseudo-sequence Mamu-B8701. The binding affinity (normalized) is 0.111. (3) The peptide sequence is KVADVDLAVPV. The MHC is HLA-B07:02 with pseudo-sequence HLA-B07:02. The binding affinity (normalized) is 0.0847. (4) The peptide sequence is IAGLKIEEI. The MHC is HLA-A02:03 with pseudo-sequence HLA-A02:03. The binding affinity (normalized) is 0.195. (5) The peptide sequence is LTAGFLIFL. The MHC is HLA-B57:01 with pseudo-sequence HLA-B57:01. The binding affinity (normalized) is 0.620. (6) The peptide sequence is LANPTADDF. The MHC is HLA-B15:01 with pseudo-sequence HLA-B15:01. The binding affinity (normalized) is 0.0847. (7) The peptide sequence is TYQRTRALV. The MHC is Patr-A0901 with pseudo-sequence Patr-A0901. The binding affinity (normalized) is 0.500. (8) The peptide sequence is LCEEGKVCY. The MHC is HLA-A30:02 with pseudo-sequence HLA-A30:02. The binding affinity (normalized) is 0.116. (9) The peptide sequence is SPGIRPRFL. The binding affinity (normalized) is 0.146. The MHC is HLA-B15:03 with pseudo-sequence HLA-B15:03.